From a dataset of Full USPTO retrosynthesis dataset with 1.9M reactions from patents (1976-2016). Predict the reactants needed to synthesize the given product. (1) Given the product [OH:6][CH2:7][CH2:8][CH2:9][C:10]1[CH:11]=[C:12]2[C:20]([C:19]3[CH:18]=[CH:17][C:16]([CH2:23][CH2:24][CH2:25][OH:26])=[CH:15][C:14]=3[CH2:13]2)=[CH:21][CH:22]=1, predict the reactants needed to synthesize it. The reactants are: [BH4-].[Na+].[Cl-].[Li+].C[O:6][C:7](=O)[CH:8]=[CH:9][C:10]1[CH:22]=[CH:21][C:20]2[C:19]3[C:14](=[CH:15][C:16]([CH:23]=[CH:24][C:25](OC)=[O:26])=[CH:17][CH:18]=3)[CH2:13][C:12]=2[CH:11]=1.Cl. (2) Given the product [CH:1]1([CH:6]2[CH2:14][C:13]3[C:8](=[C:9]([CH3:32])[C:10]([CH3:31])=[C:11]([O:15][CH2:16][C:17]4[CH:18]=[C:19]([C:35]5[CH:44]=[CH:43][C:38]([C:39]([OH:41])=[O:40])=[C:37]([C:45]([OH:47])=[O:46])[CH:36]=5)[CH:20]=[CH:21][CH:22]=4)[CH:12]=3)[C:7]2=[O:33])[CH2:5][CH2:4][CH2:3][CH2:2]1, predict the reactants needed to synthesize it. The reactants are: [CH:1]1([CH:6]2[CH2:14][C:13]3[C:8](=[C:9]([CH3:32])[C:10]([CH3:31])=[C:11]([O:15][CH2:16][C:17]4[CH:22]=[CH:21][CH:20]=[C:19](B5OCC(C)(C)CO5)[CH:18]=4)[CH:12]=3)[C:7]2=[O:33])[CH2:5][CH2:4][CH2:3][CH2:2]1.Br[C:35]1[CH:36]=[C:37]([C:45]([O:47]C)=[O:46])[C:38](=[CH:43][CH:44]=1)[C:39]([O:41]C)=[O:40]. (3) Given the product [Br:20][C:5]1[C:6]([NH:9][C@@H:10]2[C@@H:15]3[CH2:16][C@@H:12]([CH:13]=[CH:14]3)[C@@H:11]2[C:17]([NH2:19])=[O:18])=[C:7]2[N:8]=[C:25]([C:24]3[CH:27]=[CH:28][C:29]([N:30]4[CH2:35][CH2:34][O:33][CH2:32][CH2:31]4)=[C:22]([Cl:21])[CH:23]=3)[NH:1][C:2]2=[N:3][CH:4]=1, predict the reactants needed to synthesize it. The reactants are: [NH2:1][C:2]1[C:7]([NH2:8])=[C:6]([NH:9][C@@H:10]2[C@@H:15]3[CH2:16][C@@H:12]([CH:13]=[CH:14]3)[C@@H:11]2[C:17]([NH2:19])=[O:18])[C:5]([Br:20])=[CH:4][N:3]=1.[Cl:21][C:22]1[CH:23]=[C:24]([CH:27]=[CH:28][C:29]=1[N:30]1[CH2:35][CH2:34][O:33][CH2:32][CH2:31]1)[CH:25]=O.C([O-])(=O)C.[NH4+]. (4) Given the product [OH:1][CH:2]([C:19]1[CH:24]=[CH:23][CH:22]=[CH:21][C:20]=1[O:25][CH3:26])[CH2:3][O:4][C:5]1[CH:18]=[CH:17][C:8]([CH2:9][CH:10]2[S:14][C:13](=[O:15])[NH:12][C:11]2=[O:16])=[CH:7][CH:6]=1, predict the reactants needed to synthesize it. The reactants are: [OH:1][CH:2]([C:19]1[CH:24]=[CH:23][CH:22]=[CH:21][C:20]=1[O:25][CH3:26])[CH2:3][O:4][C:5]1[CH:18]=[CH:17][C:8](/[CH:9]=[C:10]2/[C:11](=[O:16])[NH:12][C:13](=[O:15])[S:14]/2)=[CH:7][CH:6]=1.N1C=CC=CC=1C1C=CC=CN=1.[BH4-].[Na+].[BH4-]. (5) Given the product [CH:1]1([C:7]2[CH:8]=[CH:9][C:10]3[N:11]([C:13]([CH2:20][N:21]4[CH2:25][CH:24]([CH2:26][CH2:27][CH3:28])[CH2:23][C:22]4=[O:29])=[C:14]([C:16]([F:17])([F:19])[F:18])[N:15]=3)[N:12]=2)[CH2:3][CH2:2]1, predict the reactants needed to synthesize it. The reactants are: [CH:1]1([Mg]Br)[CH2:3][CH2:2]1.Cl[C:7]1[CH:8]=[CH:9][C:10]2[N:11]([C:13]([CH2:20][N:21]3[CH2:25][CH:24]([CH2:26][CH2:27][CH3:28])[CH2:23][C:22]3=[O:29])=[C:14]([C:16]([F:19])([F:18])[F:17])[N:15]=2)[N:12]=1.Cl.C([O-])(O)=O.[Na+]. (6) Given the product [CH3:18][C:14]([C:10]1[CH:11]=[CH:12][CH:13]=[C:8]([C:2]#[C:1][Si:3]([CH3:6])([CH3:5])[CH3:4])[CH:9]=1)([CH3:17])[C:15]#[N:16], predict the reactants needed to synthesize it. The reactants are: [C:1]([Si:3]([CH3:6])([CH3:5])[CH3:4])#[CH:2].Br[C:8]1[CH:9]=[C:10]([C:14]([CH3:18])([CH3:17])[C:15]#[N:16])[CH:11]=[CH:12][CH:13]=1.